The task is: Predict which catalyst facilitates the given reaction.. This data is from Catalyst prediction with 721,799 reactions and 888 catalyst types from USPTO. Reactant: [C:1]([O:5][C:6]([N:8]([CH2:22][C:23]#[C:24][C:25]1[S:26][CH:27]=[CH:28][CH:29]=1)[CH2:9][CH2:10][N:11]([CH:19]([CH3:21])[CH3:20])[C:12](=[O:18])[C:13]([O:15]CC)=[O:14])=[O:7])([CH3:4])([CH3:3])[CH3:2].[OH-].[K+].Cl. Product: [C:1]([O:5][C:6]([N:8]([CH2:22][C:23]#[C:24][C:25]1[S:26][CH:27]=[CH:28][CH:29]=1)[CH2:9][CH2:10][N:11]([CH:19]([CH3:21])[CH3:20])[C:12](=[O:18])[C:13]([OH:15])=[O:14])=[O:7])([CH3:3])([CH3:4])[CH3:2]. The catalyst class is: 38.